This data is from Full USPTO retrosynthesis dataset with 1.9M reactions from patents (1976-2016). The task is: Predict the reactants needed to synthesize the given product. (1) Given the product [Br:8][C:5]1[CH:6]=[CH:7][C:2]([C:15]2[CH:14]=[C:13]([CH2:21][NH2:22])[CH:12]=[CH:11][CH:16]=2)=[N:3][CH:4]=1, predict the reactants needed to synthesize it. The reactants are: Br[C:2]1[CH:7]=[CH:6][C:5]([Br:8])=[CH:4][N:3]=1.CN[C:11]1[CH:12]=[C:13](B(O)O)[CH:14]=[CH:15][CH:16]=1.O.[CH3:21][N:22](C)C=O. (2) Given the product [N+:14]([C:17]1[CH:18]=[CH:19][C:20]([C:21]([NH:13][C:5]2[CH:6]=[C:7]([O:11][CH3:12])[C:8]([O:9][CH3:10])=[C:3]([O:2][CH3:1])[CH:4]=2)=[O:22])=[CH:24][CH:25]=1)([O-:16])=[O:15], predict the reactants needed to synthesize it. The reactants are: [CH3:1][O:2][C:3]1[CH:4]=[C:5]([NH2:13])[CH:6]=[C:7]([O:11][CH3:12])[C:8]=1[O:9][CH3:10].[N+:14]([C:17]1[CH:25]=[CH:24][C:20]([C:21](Cl)=[O:22])=[CH:19][CH:18]=1)([O-:16])=[O:15]. (3) Given the product [F:1][C:2]1[CH:3]=[C:4]([C:8]2[N:9]=[C:10]([N:13]3[CH2:14][CH2:15][NH:16][CH2:17][CH2:18]3)[S:11][CH:12]=2)[CH:5]=[CH:6][CH:7]=1, predict the reactants needed to synthesize it. The reactants are: [F:1][C:2]1[CH:3]=[C:4]([C:8]2[N:9]=[C:10]([N:13]3[CH2:18][CH2:17][N:16](C(OC(C)(C)C)=O)[CH2:15][CH2:14]3)[S:11][CH:12]=2)[CH:5]=[CH:6][CH:7]=1.Cl. (4) Given the product [CH2:2]([O:9][C:10]1[CH:11]=[C:12]([CH:16]=[CH:17][CH:18]=1)[C:13]([O:15][CH2:20][Cl:21])=[O:14])[C:3]1[CH:4]=[CH:5][CH:6]=[CH:7][CH:8]=1, predict the reactants needed to synthesize it. The reactants are: [K].[CH2:2]([O:9][C:10]1[CH:11]=[C:12]([CH:16]=[CH:17][CH:18]=1)[C:13]([OH:15])=[O:14])[C:3]1[CH:8]=[CH:7][CH:6]=[CH:5][CH:4]=1.Br[CH2:20][Cl:21].